From a dataset of Retrosynthesis with 50K atom-mapped reactions and 10 reaction types from USPTO. Predict the reactants needed to synthesize the given product. Given the product COCC(=O)N1CCC[C@@H](NC(=O)c2c[nH]c3c(-c4c(OCC5CC5)ccc5c4OCO5)ncnc23)C1, predict the reactants needed to synthesize it. The reactants are: COCC(=O)Cl.O=C(N[C@@H]1CCCNC1)c1c[nH]c2c(-c3c(OCC4CC4)ccc4c3OCO4)ncnc12.